This data is from Full USPTO retrosynthesis dataset with 1.9M reactions from patents (1976-2016). The task is: Predict the reactants needed to synthesize the given product. Given the product [Cl:31][C:28]1[CH:27]=[CH:26][C:25]([C:21]2[C:20]([CH2:19][O:18][C:15]3[CH:16]=[CH:17][C:12]([C:11]([NH:8][CH:5]([CH3:7])[CH3:6])=[O:32])=[CH:13][N:14]=3)=[CH:24][O:23][N:22]=2)=[CH:30][CH:29]=1, predict the reactants needed to synthesize it. The reactants are: C[Al](C)C.[CH:5]([NH2:8])([CH3:7])[CH3:6].CO[C:11](=[O:32])[C:12]1[CH:17]=[CH:16][C:15]([O:18][CH2:19][C:20]2[C:21]([C:25]3[CH:30]=[CH:29][C:28]([Cl:31])=[CH:27][CH:26]=3)=[N:22][O:23][CH:24]=2)=[N:14][CH:13]=1.O.